From a dataset of Full USPTO retrosynthesis dataset with 1.9M reactions from patents (1976-2016). Predict the reactants needed to synthesize the given product. (1) Given the product [ClH:1].[ClH:1].[F:56][C:7]1([F:6])[CH2:8][CH2:9][CH:10]([C:13]2[C:22]3[C@@H:21]([OH:23])[CH2:20][C:19]([CH3:24])([CH3:25])[CH2:18][C:17]=3[N:16]=[C:15]([CH:26]3[CH2:31][CH2:30][N:29]([C:32]4[N:37]=[CH:36][C:35]([O:38][CH2:39][C@H:40]([OH:43])[CH2:41][OH:42])=[CH:34][N:33]=4)[CH2:28][CH2:27]3)[C:14]=2[C@@H:44]([F:55])[C:45]2[CH:50]=[CH:49][C:48]([C:51]([F:52])([F:54])[F:53])=[CH:47][CH:46]=2)[CH2:11][CH2:12]1, predict the reactants needed to synthesize it. The reactants are: [ClH:1].CC(C)=O.[F:6][C:7]1([F:56])[CH2:12][CH2:11][CH:10]([C:13]2[C:22]3[C@@H:21]([OH:23])[CH2:20][C:19]([CH3:25])([CH3:24])[CH2:18][C:17]=3[N:16]=[C:15]([CH:26]3[CH2:31][CH2:30][N:29]([C:32]4[N:37]=[CH:36][C:35]([O:38][CH2:39][C@H:40]([OH:43])[CH2:41][OH:42])=[CH:34][N:33]=4)[CH2:28][CH2:27]3)[C:14]=2[C@@H:44]([F:55])[C:45]2[CH:50]=[CH:49][C:48]([C:51]([F:54])([F:53])[F:52])=[CH:47][CH:46]=2)[CH2:9][CH2:8]1. (2) Given the product [NH:10]1[C:11]2[C:7](=[CH:6][CH:5]=[C:4]([CH:20]=[O:21])[CH:12]=2)[CH:8]=[CH:9]1, predict the reactants needed to synthesize it. The reactants are: [H-].[K+].Br[C:4]1[CH:12]=[C:11]2[C:7]([CH:8]=[CH:9][NH:10]2)=[CH:6][CH:5]=1.C([Li])(C)(C)C.CN(C)[CH:20]=[O:21].P(=O)(O)(O)O. (3) Given the product [NH2:8][C:9]1[CH:17]=[C:16]2[C:12]([CH:13]=[C:14]([C:18]([O:20][CH3:21])=[O:19])[NH:15]2)=[CH:11][CH:10]=1, predict the reactants needed to synthesize it. The reactants are: C(OC([NH:8][C:9]1[CH:17]=[C:16]2[C:12]([CH:13]=[C:14]([C:18]([O:20][CH3:21])=[O:19])[NH:15]2)=[CH:11][CH:10]=1)=O)(C)(C)C.FC(F)(F)C(OC(=O)C(F)(F)F)=O. (4) Given the product [CH3:14][O:13][CH:10]1[CH2:11][CH2:12][C:7]([B:17]2[O:21][C:20]([CH3:23])([CH3:22])[C:19]([CH3:25])([CH3:24])[O:18]2)=[CH:8][CH2:9]1, predict the reactants needed to synthesize it. The reactants are: FC(F)(F)S(O[C:7]1[CH2:12][CH2:11][CH:10]([O:13][CH3:14])[CH2:9][CH:8]=1)(=O)=O.[B:17]1([B:17]2[O:21][C:20]([CH3:23])([CH3:22])[C:19]([CH3:25])([CH3:24])[O:18]2)[O:21][C:20]([CH3:23])([CH3:22])[C:19]([CH3:25])([CH3:24])[O:18]1.C([O-])(=O)C.[K+]. (5) Given the product [NH2:26][C:23]1[CH:22]=[CH:21][C:20]([C:19]([NH:18][C:12]2[S:11][C:10]([NH:9][C:6]3[CH:7]=[CH:8][C:3]([O:2][CH3:1])=[CH:4][CH:5]=3)=[N:14][C:13]=2[C:15]([NH2:17])=[O:16])=[O:29])=[CH:25][CH:24]=1, predict the reactants needed to synthesize it. The reactants are: [CH3:1][O:2][C:3]1[CH:8]=[CH:7][C:6]([NH:9][C:10]2[S:11][C:12]([NH:18][C:19](=[O:29])[C:20]3[CH:25]=[CH:24][C:23]([N+:26]([O-])=O)=[CH:22][CH:21]=3)=[C:13]([C:15]([NH2:17])=[O:16])[N:14]=2)=[CH:5][CH:4]=1. (6) Given the product [CH:23]1([CH2:26][N:27]2[CH2:32][CH2:31][N:30]([CH2:33][C:34]3[C:35]([CH3:42])=[C:36](/[CH:40]=[C:16]4\[C:17](=[O:22])[NH:18][C:19]5[C:15]\4=[CH:14][C:13]([S:10]([CH2:9][C:3]4[C:2]([Cl:1])=[CH:7][CH:6]=[CH:5][C:4]=4[Cl:8])(=[O:12])=[O:11])=[CH:21][CH:20]=5)[NH:37][C:38]=3[CH3:39])[CH2:29][CH2:28]2)[CH2:25][CH2:24]1, predict the reactants needed to synthesize it. The reactants are: [Cl:1][C:2]1[CH:7]=[CH:6][CH:5]=[C:4]([Cl:8])[C:3]=1[CH2:9][S:10]([C:13]1[CH:14]=[C:15]2[C:19](=[CH:20][CH:21]=1)[NH:18][C:17](=[O:22])[CH2:16]2)(=[O:12])=[O:11].[CH:23]1([CH2:26][N:27]2[CH2:32][CH2:31][N:30]([CH2:33][C:34]3[C:35]([CH3:42])=[C:36]([CH:40]=O)[NH:37][C:38]=3[CH3:39])[CH2:29][CH2:28]2)[CH2:25][CH2:24]1. (7) Given the product [Cl:1][C:2]1[CH:7]=[CH:6][CH:5]=[C:4]([C:8]2[CH:9]=[CH:10][N:11]=[CH:12][CH:13]=2)[C:3]=1[OH:14], predict the reactants needed to synthesize it. The reactants are: [Cl:1][C:2]1[C:3]([O:14]C2CCCCO2)=[C:4]([C:8]2[CH:13]=[CH:12][N:11]=[CH:10][CH:9]=2)[CH:5]=[CH:6][CH:7]=1.FC(F)(F)C(O)=O.